From a dataset of NCI-60 drug combinations with 297,098 pairs across 59 cell lines. Regression. Given two drug SMILES strings and cell line genomic features, predict the synergy score measuring deviation from expected non-interaction effect. (1) Drug 1: C1CCC(CC1)NC(=O)N(CCCl)N=O. Drug 2: CCN(CC)CCNC(=O)C1=C(NC(=C1C)C=C2C3=C(C=CC(=C3)F)NC2=O)C. Cell line: HOP-92. Synergy scores: CSS=20.9, Synergy_ZIP=-5.92, Synergy_Bliss=-2.16, Synergy_Loewe=-6.43, Synergy_HSA=-6.20. (2) Drug 1: C1CCN(CC1)CCOC2=CC=C(C=C2)C(=O)C3=C(SC4=C3C=CC(=C4)O)C5=CC=C(C=C5)O. Drug 2: CCN(CC)CCCC(C)NC1=C2C=C(C=CC2=NC3=C1C=CC(=C3)Cl)OC. Cell line: CAKI-1. Synergy scores: CSS=13.5, Synergy_ZIP=-11.1, Synergy_Bliss=-1.29, Synergy_Loewe=-9.78, Synergy_HSA=0.883. (3) Drug 2: CCN(CC)CCCC(C)NC1=C2C=C(C=CC2=NC3=C1C=CC(=C3)Cl)OC. Drug 1: CC1C(C(=O)NC(C(=O)N2CCCC2C(=O)N(CC(=O)N(C(C(=O)O1)C(C)C)C)C)C(C)C)NC(=O)C3=C4C(=C(C=C3)C)OC5=C(C(=O)C(=C(C5=N4)C(=O)NC6C(OC(=O)C(N(C(=O)CN(C(=O)C7CCCN7C(=O)C(NC6=O)C(C)C)C)C)C(C)C)C)N)C. Cell line: M14. Synergy scores: CSS=5.46, Synergy_ZIP=-1.32, Synergy_Bliss=4.60, Synergy_Loewe=1.08, Synergy_HSA=1.02. (4) Drug 2: C(CCl)NC(=O)N(CCCl)N=O. Cell line: RPMI-8226. Drug 1: C1CN1P(=S)(N2CC2)N3CC3. Synergy scores: CSS=13.1, Synergy_ZIP=-8.09, Synergy_Bliss=0.507, Synergy_Loewe=-0.806, Synergy_HSA=1.44. (5) Drug 1: CC1=C2C(C(=O)C3(C(CC4C(C3C(C(C2(C)C)(CC1OC(=O)C(C(C5=CC=CC=C5)NC(=O)OC(C)(C)C)O)O)OC(=O)C6=CC=CC=C6)(CO4)OC(=O)C)OC)C)OC. Drug 2: C1C(C(OC1N2C=NC3=C(N=C(N=C32)Cl)N)CO)O. Cell line: SW-620. Synergy scores: CSS=39.3, Synergy_ZIP=-2.92, Synergy_Bliss=-2.20, Synergy_Loewe=-11.5, Synergy_HSA=0.146. (6) Drug 1: CC1=CC=C(C=C1)C2=CC(=NN2C3=CC=C(C=C3)S(=O)(=O)N)C(F)(F)F. Cell line: DU-145. Synergy scores: CSS=46.6, Synergy_ZIP=7.15, Synergy_Bliss=9.98, Synergy_Loewe=-42.9, Synergy_HSA=-1.35. Drug 2: CCC1=C2CN3C(=CC4=C(C3=O)COC(=O)C4(CC)O)C2=NC5=C1C=C(C=C5)O.